From a dataset of Reaction yield outcomes from USPTO patents with 853,638 reactions. Predict the reaction yield, written as a fraction of the theoretical maximum amount of product (1.0 means a 100% yield; for example, 0.34 means a 34% yield). (1) The reactants are [Cl:1][C:2]1[CH:6]=[N:5][N:4]([CH3:7])[C:3]=1[C:8]1[CH:9]=[C:10]([NH2:16])[CH:11]=[CH:12][C:13]=1[O:14][CH3:15].[C:17]([C:20]1[CH:21]=[C:22]([N:26]=[C:27]=[O:28])[CH:23]=[CH:24][CH:25]=1)(=[O:19])[CH3:18]. No catalyst specified. The product is [C:17]([C:20]1[CH:21]=[C:22]([NH:26][C:27]([NH:16][C:10]2[CH:11]=[CH:12][C:13]([O:14][CH3:15])=[C:8]([C:3]3[N:4]([CH3:7])[N:5]=[CH:6][C:2]=3[Cl:1])[CH:9]=2)=[O:28])[CH:23]=[CH:24][CH:25]=1)(=[O:19])[CH3:18]. The yield is 0.0600. (2) The reactants are [C:1]1([CH2:11][NH:12][S:13]([C:16]2[CH:17]=[C:18]([CH:22]=[CH:23][C:24]([OH:26])=O)[CH:19]=[CH:20][CH:21]=2)(=[O:15])=[O:14])[C:10]2[C:5](=[CH:6][CH:7]=[CH:8][CH:9]=2)[CH:4]=[CH:3][CH:2]=1.[Cl:27]CCl. The catalyst is CN(C)C=O. The product is [C:1]1([CH2:11][NH:12][S:13]([C:16]2[CH:17]=[C:18]([CH:22]=[CH:23][C:24]([Cl:27])=[O:26])[CH:19]=[CH:20][CH:21]=2)(=[O:15])=[O:14])[C:10]2[C:5](=[CH:6][CH:7]=[CH:8][CH:9]=2)[CH:4]=[CH:3][CH:2]=1. The yield is 0.980. (3) The reactants are [CH3:1][O:2][C:3]([NH:5][C@H:6]([C:10]([N:12]1[CH2:16][C@@H:15]([CH3:17])[CH2:14][C@H:13]1[C:18]1[NH:22][C:21]2[C:23]3[C:28]([CH:29]=[CH:30][C:20]=2[N:19]=1)=[CH:27][C:26]1[C:31]2[C:36]([CH2:37][O:38][C:25]=1[CH:24]=3)=[CH:35][C:34]([C:39]1[NH:43][C:42]([C@@H:44]3[CH2:48][CH2:47][CH2:46][N:45]3C(OC(C)(C)C)=O)=[N:41][CH:40]=1)=[CH:33][CH:32]=2)=[O:11])[CH:7]([CH3:9])[CH3:8])=[O:4].Cl.[CH3:57][O:58][C:59]([NH:61][C@H:62]([C:66]1[CH:71]=[CH:70][CH:69]=[CH:68][CH:67]=1)[C:63]([OH:65])=O)=[O:60].C[CH2:73][O:74]C(C(C#N)=NOC(N1CCOCC1)=[N+](C)C)=O.F[P-](F)(F)(F)(F)F.C(N(C(C)C)CC)(C)C. The catalyst is CN(C=O)C.C(OCC)(=O)C.C(O)C. The product is [CH3:1][O:2][C:3]([NH:5][C@@H:6]([CH:7]([CH3:9])[CH3:8])[C:10]([N:12]1[CH2:16][C@@H:15]([CH2:17][O:74][CH3:73])[CH2:14][C@H:13]1[C:18]1[NH:22][C:21]2[C:23]3[C:28]([CH:29]=[CH:30][C:20]=2[N:19]=1)=[CH:27][C:26]1[C:31]2[C:36]([CH2:37][O:38][C:25]=1[CH:24]=3)=[CH:35][C:34]([C:39]1[NH:43][C:42]([C@@H:44]3[CH2:48][CH2:47][CH2:46][N:45]3[C:63](=[O:65])[C@H:62]([NH:61][C:59](=[O:60])[O:58][CH3:57])[C:66]3[CH:71]=[CH:70][CH:69]=[CH:68][CH:67]=3)=[N:41][CH:40]=1)=[CH:33][CH:32]=2)=[O:11])=[O:4]. The yield is 0.390. (4) The reactants are [O:1]=[C:2]1[C:10]2[C:5](=[CH:6][CH:7]=[CH:8][CH:9]=2)[C:4](=[O:11])[N:3]1[CH2:12][C:13](=O)[C:14]([O:16]CC)=O.[CH3:20]/[C:21](/[NH2:24])=[N:22]/[NH2:23].Cl. The catalyst is CCO. The product is [CH3:20][C:21]1[NH:24][C:14](=[O:16])[C:13]([CH2:12][N:3]2[C:4](=[O:11])[C:5]3[C:10](=[CH:9][CH:8]=[CH:7][CH:6]=3)[C:2]2=[O:1])=[N:23][N:22]=1. The yield is 0.730. (5) The reactants are [C:1]([O:5][C:6]([C:8]1[CH:18]=[C:17]([O:19][CH2:20][C:21]2[CH:26]=[CH:25][CH:24]=[CH:23][CH:22]=2)[C:11]2[CH2:12][CH:13]([CH2:15][OH:16])[O:14][C:10]=2[CH:9]=1)=[O:7])([CH3:4])([CH3:3])[CH3:2].[CH:27]1[CH:32]=[CH:31][C:30](P([C:27]2[CH:32]=[CH:31][CH:30]=[CH:29][CH:28]=2)[C:27]2[CH:32]=[CH:31][CH:30]=[CH:29][CH:28]=2)=[CH:29][CH:28]=1.C1(O)C=CC=CC=1.CC(OC(/N=N/C(OC(C)C)=O)=O)C. The catalyst is C(Cl)Cl. The product is [C:1]([O:5][C:6]([C:8]1[CH:18]=[C:17]([O:19][CH2:20][C:21]2[CH:22]=[CH:23][CH:24]=[CH:25][CH:26]=2)[C:11]2[CH2:12][CH:13]([CH2:15][O:16][C:27]3[CH:32]=[CH:31][CH:30]=[CH:29][CH:28]=3)[O:14][C:10]=2[CH:9]=1)=[O:7])([CH3:4])([CH3:2])[CH3:3]. The yield is 0.950. (6) The reactants are [Br:1][C:2]1[CH:7]=[CH:6][CH:5]=[C:4]([NH:8][C:9]([NH:11]C(=O)C2C=CC=CC=2)=[S:10])[N:3]=1.[OH-].[Na+].Cl.C(=O)(O)[O-].[K+]. No catalyst specified. The product is [Br:1][C:2]1[N:3]=[C:4]([NH:8][C:9]([NH2:11])=[S:10])[CH:5]=[CH:6][CH:7]=1. The yield is 0.940. (7) The reactants are Br[C:2]1[CH:7]=[CH:6][C:5]([C:8]2[C:17]3[C:12](=[CH:13][CH:14]=[CH:15][CH:16]=3)[CH:11]=[CH:10][CH:9]=2)=[CH:4][CH:3]=1.CCCCCC.C([Li])CCC.C([O:32][B:33](OC(C)C)[O:34]C(C)C)(C)C.Cl. The catalyst is C1(C)C=CC=CC=1. The product is [C:8]1([C:5]2[CH:6]=[CH:7][C:2]([B:33]([OH:34])[OH:32])=[CH:3][CH:4]=2)[C:17]2[C:12](=[CH:13][CH:14]=[CH:15][CH:16]=2)[CH:11]=[CH:10][CH:9]=1. The yield is 0.670.